This data is from Peptide-MHC class I binding affinity with 185,985 pairs from IEDB/IMGT. The task is: Regression. Given a peptide amino acid sequence and an MHC pseudo amino acid sequence, predict their binding affinity value. This is MHC class I binding data. (1) The peptide sequence is YLKAYQATV. The MHC is HLA-A02:03 with pseudo-sequence HLA-A02:03. The binding affinity (normalized) is 0.740. (2) The peptide sequence is KALKLSWFK. The MHC is HLA-A11:01 with pseudo-sequence HLA-A11:01. The binding affinity (normalized) is 0.747.